This data is from Reaction yield outcomes from USPTO patents with 853,638 reactions. The task is: Predict the reaction yield, written as a fraction of the theoretical maximum amount of product (1.0 means a 100% yield; for example, 0.34 means a 34% yield). (1) The reactants are [CH3:1][CH2:2][C@@H:3]([C@H:5]([N:36]([C:38]([C@@H:40]([NH:44][C:45]([C@@H:47]([N:51]([CH3:53])[CH3:52])[CH:48]([CH3:50])[CH3:49])=[O:46])[CH:41]([CH3:43])[CH3:42])=[O:39])[CH3:37])[C@H:6]([O:34][CH3:35])[CH2:7][C:8]([N:10]1[C@H:14]([C@H:15]([O:32][CH3:33])[C@H:16]([C:18]([NH:20][C@H:21]([C:29]([OH:31])=[O:30])[CH2:22][C:23]2[CH:28]=[CH:27][CH:26]=[CH:25][CH:24]=2)=[O:19])[CH3:17])[CH2:13][CH2:12][CH2:11]1)=[O:9])[CH3:4].C([NH:61][C@H:62]([C:64]([OH:66])=[O:65])[CH3:63])(OC(C)(C)C)=O.[OH:67][CH2:68][CH2:69][CH2:70][NH-:71].FC(F)(F)C(O)=O. The catalyst is ClCCl. The product is [CH3:1][CH2:2][C@@H:3]([C@H:5]([N:36]([C:38]([C@@H:40]([NH:44][C:45]([C@@H:47]([N:51]([CH3:53])[CH3:52])[CH:48]([CH3:50])[CH3:49])=[O:46])[CH:41]([CH3:43])[CH3:42])=[O:39])[CH3:37])[C@H:6]([O:34][CH3:35])[CH2:7][C:8]([N:10]1[C@H:14]([C@H:15]([O:32][CH3:33])[C@H:16]([C:18]([NH:20][C@H:21]([C:29]([OH:31])=[O:30])[CH2:22][C:23]2[CH:28]=[CH:27][CH:26]=[CH:25][CH:24]=2)=[O:19])[CH3:17])[CH2:13][CH2:12][CH2:11]1)=[O:9])[CH3:4].[OH:67][CH2:68][CH2:69][CH2:70][NH-:71].[NH2:61][C@H:62]([C:64]([OH:66])=[O:65])[CH3:63]. The yield is 0.850. (2) The reactants are C([O:3][C:4](=[O:34])[CH2:5][N:6]([CH2:19][CH2:20][NH:21][S:22]([C:25]1[S:26][C:27]2[CH:33]=[CH:32][CH:31]=[CH:30][C:28]=2[N:29]=1)(=[O:24])=[O:23])[C:7](=[O:18])[CH2:8][N:9]1[CH:17]=[C:15]([CH3:16])[C:13](=[O:14])[NH:12][C:10]1=[O:11])C.O.[OH-].[Li+].Cl. The catalyst is O1CCCC1.O. The product is [S:26]1[C:27]2[CH:33]=[CH:32][CH:31]=[CH:30][C:28]=2[N:29]=[C:25]1[S:22]([NH:21][CH2:20][CH2:19][N:6]([C:7](=[O:18])[CH2:8][N:9]1[CH:17]=[C:15]([CH3:16])[C:13](=[O:14])[NH:12][C:10]1=[O:11])[CH2:5][C:4]([OH:34])=[O:3])(=[O:23])=[O:24]. The yield is 0.950. (3) The reactants are Cl.Cl.[N:3]1[CH:8]=[CH:7][C:6]([O:9][C@H:10]2[CH2:15][CH2:14][C@H:13]([NH:16][C:17]([C@H:19]3[CH2:24][CH2:23][CH2:22][NH:21][CH2:20]3)=[O:18])[CH2:12][CH2:11]2)=[CH:5][CH:4]=1.[C:25]1([S:31](Cl)(=[O:33])=[O:32])[CH:30]=[CH:29][CH:28]=[CH:27][CH:26]=1.C(N(CC)CC)C. The catalyst is C(#N)C. The product is [C:25]1([S:31]([N:21]2[CH2:22][CH2:23][CH2:24][C@H:19]([C:17]([NH:16][C@H:13]3[CH2:12][CH2:11][C@H:10]([O:9][C:6]4[CH:5]=[CH:4][N:3]=[CH:8][CH:7]=4)[CH2:15][CH2:14]3)=[O:18])[CH2:20]2)(=[O:33])=[O:32])[CH:30]=[CH:29][CH:28]=[CH:27][CH:26]=1. The yield is 0.450. (4) The reactants are C(OC(=O)[NH:7][C:8]1[N:9]=[C:10]2[CH:15]=[CH:14][C:13]([O:16][C:17]3[CH:22]=[CH:21][CH:20]=[C:19]([NH:23][C:24](=[O:35])[C:25]4[CH:30]=[CH:29][CH:28]=[C:27]([C:31]([F:34])([F:33])[F:32])[CH:26]=4)[CH:18]=3)=[N:12][N:11]2[CH:36]=1)(C)(C)C.Cl.C(OCC)(=O)C. The product is [NH2:7][C:8]1[N:9]=[C:10]2[CH:15]=[CH:14][C:13]([O:16][C:17]3[CH:18]=[C:19]([NH:23][C:24](=[O:35])[C:25]4[CH:30]=[CH:29][CH:28]=[C:27]([C:31]([F:34])([F:33])[F:32])[CH:26]=4)[CH:20]=[CH:21][CH:22]=3)=[N:12][N:11]2[CH:36]=1. The yield is 0.820. The catalyst is CO. (5) The reactants are [C:1]([NH:11][C@H:12]([C:17]([OH:19])=O)[CH2:13][CH:14]([CH3:16])[CH3:15])([O:3][CH2:4][C:5]1[CH:10]=[CH:9][CH:8]=[CH:7][CH:6]=1)=[O:2].Br.[NH2:21][C@H:22]1[CH2:27][CH2:26][O:25][C:23]1=[O:24].C1C=CC2N(O)N=NC=2C=1.Cl.CN(C)CCCN=C=N.C(N(CC)C(C)C)(C)C. The catalyst is CN(C=O)C.C(OCC)(=O)C.O. The product is [CH2:4]([O:3][C:1]([NH:11][C@H:12]([C:17]([NH:21][C@H:22]1[CH2:27][CH2:26][O:25][C:23]1=[O:24])=[O:19])[CH2:13][CH:14]([CH3:15])[CH3:16])=[O:2])[C:5]1[CH:6]=[CH:7][CH:8]=[CH:9][CH:10]=1. The yield is 0.680.